This data is from NCI-60 drug combinations with 297,098 pairs across 59 cell lines. The task is: Regression. Given two drug SMILES strings and cell line genomic features, predict the synergy score measuring deviation from expected non-interaction effect. (1) Drug 1: C1=CC(=CC=C1CCC2=CNC3=C2C(=O)NC(=N3)N)C(=O)NC(CCC(=O)O)C(=O)O. Drug 2: CC1C(C(CC(O1)OC2CC(CC3=C2C(=C4C(=C3O)C(=O)C5=CC=CC=C5C4=O)O)(C(=O)C)O)N)O. Cell line: HT29. Synergy scores: CSS=38.3, Synergy_ZIP=-8.33, Synergy_Bliss=-12.4, Synergy_Loewe=-4.03, Synergy_HSA=-5.67. (2) Drug 1: CN(C)N=NC1=C(NC=N1)C(=O)N. Drug 2: CC1=C2C(C(=O)C3(C(CC4C(C3C(C(C2(C)C)(CC1OC(=O)C(C(C5=CC=CC=C5)NC(=O)C6=CC=CC=C6)O)O)OC(=O)C7=CC=CC=C7)(CO4)OC(=O)C)O)C)OC(=O)C. Cell line: SN12C. Synergy scores: CSS=34.3, Synergy_ZIP=-3.24, Synergy_Bliss=-6.18, Synergy_Loewe=-58.7, Synergy_HSA=-5.95. (3) Drug 1: C(=O)(N)NO. Drug 2: CC12CCC3C(C1CCC2O)C(CC4=C3C=CC(=C4)O)CCCCCCCCCS(=O)CCCC(C(F)(F)F)(F)F. Cell line: MALME-3M. Synergy scores: CSS=0.797, Synergy_ZIP=-3.03, Synergy_Bliss=-6.75, Synergy_Loewe=-4.23, Synergy_HSA=-5.30. (4) Drug 1: C1=NC2=C(N1)C(=S)N=CN2. Drug 2: C1CC(=O)NC(=O)C1N2C(=O)C3=CC=CC=C3C2=O. Cell line: HT29. Synergy scores: CSS=32.9, Synergy_ZIP=-2.14, Synergy_Bliss=1.88, Synergy_Loewe=-17.7, Synergy_HSA=-1.09. (5) Drug 1: CC(CN1CC(=O)NC(=O)C1)N2CC(=O)NC(=O)C2. Drug 2: COC1=NC(=NC2=C1N=CN2C3C(C(C(O3)CO)O)O)N. Cell line: T-47D. Synergy scores: CSS=7.29, Synergy_ZIP=0.803, Synergy_Bliss=2.14, Synergy_Loewe=-0.576, Synergy_HSA=-0.0232. (6) Drug 1: C(=O)(N)NO. Cell line: MOLT-4. Synergy scores: CSS=45.8, Synergy_ZIP=2.66, Synergy_Bliss=2.99, Synergy_Loewe=-23.7, Synergy_HSA=2.24. Drug 2: CC1C(C(CC(O1)OC2CC(CC3=C2C(=C4C(=C3O)C(=O)C5=C(C4=O)C(=CC=C5)OC)O)(C(=O)CO)O)N)O.Cl. (7) Drug 1: CC(C)(C#N)C1=CC(=CC(=C1)CN2C=NC=N2)C(C)(C)C#N. Drug 2: CC1=C(C(=O)C2=C(C1=O)N3CC4C(C3(C2COC(=O)N)OC)N4)N. Cell line: MALME-3M. Synergy scores: CSS=6.42, Synergy_ZIP=-2.01, Synergy_Bliss=3.86, Synergy_Loewe=-7.28, Synergy_HSA=-0.422. (8) Drug 1: CC1=C(C(=CC=C1)Cl)NC(=O)C2=CN=C(S2)NC3=CC(=NC(=N3)C)N4CCN(CC4)CCO. Drug 2: CCC1(CC2CC(C3=C(CCN(C2)C1)C4=CC=CC=C4N3)(C5=C(C=C6C(=C5)C78CCN9C7C(C=CC9)(C(C(C8N6C)(C(=O)OC)O)OC(=O)C)CC)OC)C(=O)OC)O.OS(=O)(=O)O. Cell line: MCF7. Synergy scores: CSS=3.08, Synergy_ZIP=0.371, Synergy_Bliss=1.42, Synergy_Loewe=0.364, Synergy_HSA=0.236.